This data is from CYP2D6 inhibition data for predicting drug metabolism from PubChem BioAssay. The task is: Regression/Classification. Given a drug SMILES string, predict its absorption, distribution, metabolism, or excretion properties. Task type varies by dataset: regression for continuous measurements (e.g., permeability, clearance, half-life) or binary classification for categorical outcomes (e.g., BBB penetration, CYP inhibition). Dataset: cyp2d6_veith. (1) The result is 0 (non-inhibitor). The drug is Cc1c(/C=N/NC(=O)c2ccc3c(c2)OCO3)cnn1C. (2) The molecule is Cc1ccc(C(C(=O)NC2CCCCC2)N(CC2CCCO2)C(=O)CNC(=O)c2cccs2)cc1. The result is 1 (inhibitor).